From a dataset of Full USPTO retrosynthesis dataset with 1.9M reactions from patents (1976-2016). Predict the reactants needed to synthesize the given product. (1) The reactants are: [F:1][C:2]([F:22])([F:21])[C:3]1[CH:4]=[C:5]([CH:9]=[CH:10][C:11]2[CH:16]=[CH:15][N:14]=[C:13]([NH:17][C:18]([NH2:20])=[O:19])[CH:12]=2)[CH:6]=[CH:7][CH:8]=1.[H][H]. Given the product [F:22][C:2]([F:1])([F:21])[C:3]1[CH:4]=[C:5]([CH2:9][CH2:10][C:11]2[CH:16]=[CH:15][N:14]=[C:13]([NH:17][C:18]([NH2:20])=[O:19])[CH:12]=2)[CH:6]=[CH:7][CH:8]=1, predict the reactants needed to synthesize it. (2) The reactants are: [F:1][C:2]1[CH:3]=[C:4]([N:8]2[C@@:12]3([CH2:17][CH2:16][N:15]([C:18]([O:20][CH2:21][C:22]4[CH:27]=[CH:26][CH:25]=[CH:24][CH:23]=4)=[O:19])[C@@H:14]([CH3:28])[CH2:13]3)[C:11](=[NH:29])[NH:10][C:9]2=[O:30])[CH:5]=[CH:6][CH:7]=1.[CH3:31]N. Given the product [F:1][C:2]1[CH:3]=[C:4]([N:8]2[C@@:12]3([CH2:17][CH2:16][N:15]([C:18]([O:20][CH2:21][C:22]4[CH:23]=[CH:24][CH:25]=[CH:26][CH:27]=4)=[O:19])[C@@H:14]([CH3:28])[CH2:13]3)[C:11]([NH:29][CH3:31])=[N:10][C:9]2=[O:30])[CH:5]=[CH:6][CH:7]=1, predict the reactants needed to synthesize it.